The task is: Predict the product of the given reaction.. This data is from Forward reaction prediction with 1.9M reactions from USPTO patents (1976-2016). (1) Given the reactants [Cl:1][C:2]1[C:7](I)=[CH:6][N:5]=[C:4]([NH:9][C:10]2[CH:17]=[CH:16][C:13]([C:14]#[N:15])=[CH:12][CH:11]=2)[N:3]=1.[CH2:18]([N:23]1[C:27](=[O:28])[C:26]2=[CH:29][CH:30]=[CH:31][CH:32]=[C:25]2[C:24]1=[O:33])[CH2:19][CH2:20][C:21]#[CH:22].C(OCC)(=O)C.O, predict the reaction product. The product is: [Cl:1][C:2]1[C:7]([C:22]#[C:21][CH2:20][CH2:19][CH2:18][N:23]2[C:24](=[O:33])[C:25]3[C:26](=[CH:29][CH:30]=[CH:31][CH:32]=3)[C:27]2=[O:28])=[CH:6][N:5]=[C:4]([NH:9][C:10]2[CH:17]=[CH:16][C:13]([C:14]#[N:15])=[CH:12][CH:11]=2)[N:3]=1. (2) Given the reactants Br[C:2]1[C:3]2[S:9][CH:8]=[CH:7][C:4]=2[S:5][CH:6]=1.[CH3:10][C:11]1([CH3:27])[C:15]([CH3:17])([CH3:16])[O:14][B:13]([B:13]2[O:14][C:15]([CH3:17])([CH3:16])[C:11]([CH3:27])([CH3:10])[O:12]2)[O:12]1.CC([O-])=O.[K+], predict the reaction product. The product is: [CH3:10][C:11]1([CH3:27])[C:15]([CH3:17])([CH3:16])[O:14][B:13]([C:2]2[C:3]3[S:9][CH:8]=[CH:7][C:4]=3[S:5][CH:6]=2)[O:12]1. (3) Given the reactants [CH2:1]([O:8][C:9](=[O:18])[NH:10][C@@H:11]([C@@H:14]([F:17])[CH2:15][CH3:16])[CH2:12]O)[C:2]1[CH:7]=[CH:6][CH:5]=[CH:4][CH:3]=1.C([N:21](CC)CC)C.CS(Cl)(=O)=O.C(=O)([O-])O.[Na+], predict the reaction product. The product is: [CH2:1]([O:8][C:9](=[O:18])[NH:10][C@@H:11]([C@@H:14]([F:17])[CH2:15][CH3:16])[CH2:12][NH2:21])[C:2]1[CH:7]=[CH:6][CH:5]=[CH:4][CH:3]=1. (4) Given the reactants [CH2:1]([O:5][CH2:6][CH2:7][O:8][C:9]1[CH:14]=[CH:13][C:12]([C:15]2[CH:16]=[CH:17][C:18]3[NH:25][CH2:24][CH2:23][CH2:22][C:21]([C:26]([NH:28][C:29]4[CH:34]=[CH:33][C:32]([S:35]([CH2:37][C:38]5[N:42]([CH2:43][CH2:44][CH3:45])[CH:41]=[N:40][CH:39]=5)=[O:36])=[CH:31][CH:30]=4)=[O:27])=[CH:20][C:19]=3[CH:46]=2)=[CH:11][CH:10]=1)[CH2:2][CH2:3][CH3:4].[CH:47]1([CH:50]=O)[CH2:49][CH2:48]1.C(O[BH-](OC(=O)C)OC(=O)C)(=O)C.[Na+].O, predict the reaction product. The product is: [CH2:1]([O:5][CH2:6][CH2:7][O:8][C:9]1[CH:14]=[CH:13][C:12]([C:15]2[CH:16]=[CH:17][C:18]3[N:25]([CH2:50][CH:47]4[CH2:49][CH2:48]4)[CH2:24][CH2:23][CH2:22][C:21]([C:26]([NH:28][C:29]4[CH:30]=[CH:31][C:32]([S:35]([CH2:37][C:38]5[N:42]([CH2:43][CH2:44][CH3:45])[CH:41]=[N:40][CH:39]=5)=[O:36])=[CH:33][CH:34]=4)=[O:27])=[CH:20][C:19]=3[CH:46]=2)=[CH:11][CH:10]=1)[CH2:2][CH2:3][CH3:4]. (5) Given the reactants [F:1][C:2]([F:34])([F:33])[C:3]1[CH:4]=[C:5]([C@H:13]([O:15][C@H:16]2[O:24][CH2:23][C@@H:19]3[CH2:20][NH:21][CH2:22][C@H:18]3[C@@H:17]2[C:25]2[CH:30]=[CH:29][C:28]([F:31])=[CH:27][C:26]=2[CH3:32])[CH3:14])[CH:6]=[C:7]([C:9]([F:12])([F:11])[F:10])[CH:8]=1.C1C(=O)N([I:42])C(=O)C1, predict the reaction product. The product is: [F:34][C:2]([F:1])([F:33])[C:3]1[CH:4]=[C:5]([C@H:13]([O:15][C@H:16]2[O:24][CH2:23][C@@H:19]3[CH2:20][NH:21][CH2:22][C@H:18]3[C@@H:17]2[C:25]2[CH:30]=[C:29]([I:42])[C:28]([F:31])=[CH:27][C:26]=2[CH3:32])[CH3:14])[CH:6]=[C:7]([C:9]([F:12])([F:10])[F:11])[CH:8]=1.